Dataset: Forward reaction prediction with 1.9M reactions from USPTO patents (1976-2016). Task: Predict the product of the given reaction. (1) Given the reactants [CH3:1][O:2][C:3]1[N:10]=[C:9]([CH3:11])[CH:8]=[C:7]([CH3:12])[C:4]=1[C:5]#[N:6].FC(F)(F)C(O)=O.[I:20]N1C(=O)CCC1=O.C(=O)([O-])[O-].[Na+].[Na+].[O-]S([O-])(=S)=O.[Na+].[Na+], predict the reaction product. The product is: [I:20][C:8]1[C:9]([CH3:11])=[N:10][C:3]([O:2][CH3:1])=[C:4]([C:7]=1[CH3:12])[C:5]#[N:6]. (2) Given the reactants [Br:1][C:2]1[CH:3]=[C:4]([F:10])[C:5]([F:9])=[C:6]([OH:8])[CH:7]=1.C([O-])([O-])=O.[K+].[K+].[CH2:17]1[O:19][C@H:18]1[CH2:20]OS(C1C=C([N+]([O-])=O)C=CC=1)(=O)=O, predict the reaction product. The product is: [Br:1][C:2]1[CH:3]=[C:4]([F:10])[C:5]([F:9])=[C:6]([CH:7]=1)[O:8][CH2:20][C@H:18]1[CH2:17][O:19]1. (3) Given the reactants [C:1]1([CH:7]([C:13]([O:15]CC)=O)[C:8]([O:10][CH2:11][CH3:12])=[O:9])[CH:6]=[CH:5][CH:4]=[CH:3][CH:2]=1.N1C=CC=CC=1.[F:24][C:25]1[CH:31]=[CH:30][C:28]([NH2:29])=[CH:27][CH:26]=1, predict the reaction product. The product is: [F:24][C:25]1[CH:31]=[CH:30][C:28]([NH:29][C:13](=[O:15])[CH:7]([C:1]2[CH:2]=[CH:3][CH:4]=[CH:5][CH:6]=2)[C:8]([O:10][CH2:11][CH3:12])=[O:9])=[CH:27][CH:26]=1. (4) Given the reactants [Li+].C[Si]([N-][Si](C)(C)C)(C)C.[O:11]=[C:12]1[CH2:17][CH2:16][N:15]([C:18]([O:20][C:21]([CH3:24])([CH3:23])[CH3:22])=[O:19])[CH2:14][CH2:13]1.[O:25]1[CH2:29][CH2:28][CH:27]([C:30](Cl)=[O:31])[CH2:26]1, predict the reaction product. The product is: [C:21]([O:20][C:18]([N:15]1[CH2:14][CH2:13][C:12](=[O:11])[CH:17]([C:30]([CH:27]2[CH2:28][CH2:29][O:25][CH2:26]2)=[O:31])[CH2:16]1)=[O:19])([CH3:24])([CH3:23])[CH3:22]. (5) Given the reactants [CH3:1][O:2][C:3]1[CH:4]=[C:5]2[C:9](=[CH:10][CH:11]=1)[NH:8][C:7](=[O:12])[CH2:6]2.N1(CCC[N:22]2[C:26]([CH:27]=O)=[CH:25][C:24]3[CH2:29][CH2:30][CH2:31][CH2:32][CH2:33][C:23]2=3)CCOCC1.[NH:34]1[CH2:39][CH2:38][CH2:37][CH2:36][CH2:35]1.[CH2:40]([OH:42])[CH3:41], predict the reaction product. The product is: [CH3:1][O:2][C:3]1[CH:4]=[C:5]2[C:9](=[CH:10][CH:11]=1)[NH:8][C:7](=[O:12])/[C:6]/2=[CH:27]\[C:26]1[NH:22][C:23]2[CH2:33][CH2:32][CH2:31][CH2:30][CH2:29][C:24]=2[C:25]=1[CH2:37][CH2:38][CH2:39][N:34]1[CH2:41][CH2:40][O:42][CH2:36][CH2:35]1. (6) Given the reactants [Si]([O:8][C:9]1[CH:14]=[C:13]([O:15][Si](C(C)(C)C)(C)C)[CH:12]=[CH:11][C:10]=1[C@@H:23]1[CH2:28][CH2:27][C@H:26]([NH2:29])[CH2:25][CH2:24]1)(C(C)(C)C)(C)C.C(N(CC)CC)C.[CH2:37]([S:41](Cl)(=[O:43])=[O:42])[CH2:38][CH2:39][CH3:40].[OH-].[Na+].O.[F-].C([N+](CCCC)(CCCC)CCCC)CCC, predict the reaction product. The product is: [OH:8][C:9]1[CH:14]=[C:13]([OH:15])[CH:12]=[CH:11][C:10]=1[C@@H:23]1[CH2:24][CH2:25][C@H:26]([NH:29][S:41]([CH2:37][CH2:38][CH2:39][CH3:40])(=[O:43])=[O:42])[CH2:27][CH2:28]1.